From a dataset of NCI-60 drug combinations with 297,098 pairs across 59 cell lines. Regression. Given two drug SMILES strings and cell line genomic features, predict the synergy score measuring deviation from expected non-interaction effect. Drug 1: CC1=C(C=C(C=C1)NC2=NC=CC(=N2)N(C)C3=CC4=NN(C(=C4C=C3)C)C)S(=O)(=O)N.Cl. Drug 2: C1=CC(=CC=C1CCCC(=O)O)N(CCCl)CCCl. Cell line: OVCAR-8. Synergy scores: CSS=18.4, Synergy_ZIP=-8.33, Synergy_Bliss=0.679, Synergy_Loewe=-2.71, Synergy_HSA=0.671.